Dataset: Reaction yield outcomes from USPTO patents with 853,638 reactions. Task: Predict the reaction yield, written as a fraction of the theoretical maximum amount of product (1.0 means a 100% yield; for example, 0.34 means a 34% yield). (1) The reactants are [CH3:1][O:2][C:3]([CH:5](P(OC)(OC)=O)[NH:6][C:7]([O:9][CH2:10][C:11]1[CH:16]=[CH:15][CH:14]=[CH:13][CH:12]=1)=[O:8])=[O:4].[Br:23][C:24]1[CH:25]=[C:26]([CH:29]=O)[S:27][CH:28]=1.C1CCN2C(=NCCC2)CC1. The catalyst is ClCCl. The product is [CH2:10]([O:9][C:7]([NH:6]/[C:5](=[CH:29]\[C:26]1[S:27][CH:28]=[C:24]([Br:23])[CH:25]=1)/[C:3]([O:2][CH3:1])=[O:4])=[O:8])[C:11]1[CH:12]=[CH:13][CH:14]=[CH:15][CH:16]=1. The yield is 0.680. (2) The reactants are [C:1]([C:5]1[CH:9]=[C:8]([NH2:10])[N:7]([C:11]2[CH:16]=[CH:15][CH:14]=[CH:13][CH:12]=2)[N:6]=1)([CH3:4])([CH3:3])[CH3:2].[OH-].[Na+].[C:19](Cl)(=[O:26])[O:20][CH2:21][C:22]([Cl:25])([Cl:24])[Cl:23]. The catalyst is C(OCC)(=O)C. The product is [C:1]([C:5]1[CH:9]=[C:8]([NH:10][C:19](=[O:26])[O:20][CH2:21][C:22]([Cl:25])([Cl:24])[Cl:23])[N:7]([C:11]2[CH:16]=[CH:15][CH:14]=[CH:13][CH:12]=2)[N:6]=1)([CH3:4])([CH3:2])[CH3:3]. The yield is 0.550.